From a dataset of CYP1A2 inhibition data for predicting drug metabolism from PubChem BioAssay. Regression/Classification. Given a drug SMILES string, predict its absorption, distribution, metabolism, or excretion properties. Task type varies by dataset: regression for continuous measurements (e.g., permeability, clearance, half-life) or binary classification for categorical outcomes (e.g., BBB penetration, CYP inhibition). Dataset: cyp1a2_veith. The compound is Nc1c(C(=O)NCc2ccccc2)sc2nc3c(cc12)C(=O)CCC3. The result is 1 (inhibitor).